This data is from Forward reaction prediction with 1.9M reactions from USPTO patents (1976-2016). The task is: Predict the product of the given reaction. (1) Given the reactants [C:1]([O:5][C:6](=[O:25])[N:7]([CH2:18][CH2:19][CH2:20][CH2:21][CH2:22][CH2:23][CH3:24])[CH2:8][CH2:9][C:10]1[CH:15]=[CH:14][C:13]([CH2:16][OH:17])=[CH:12][CH:11]=1)([CH3:4])([CH3:3])[CH3:2], predict the reaction product. The product is: [C:1]([O:5][C:6](=[O:25])[N:7]([CH2:8][CH2:9][C:10]1[CH:11]=[CH:12][C:13]([CH:16]=[O:17])=[CH:14][CH:15]=1)[CH2:18][CH2:19][CH2:20][CH2:21][CH2:22][CH2:23][CH3:24])([CH3:2])([CH3:3])[CH3:4]. (2) Given the reactants [NH:1]1[CH:5]=[CH:4][N:3]=[CH:2]1.N1C=CC=CC=1.[CH2:12]1[O:20][C@@H:13]1[C:14]1[CH:19]=[CH:18][CH:17]=[CH:16][CH:15]=1, predict the reaction product. The product is: [NH:1]1[CH:5]=[CH:4][N:3]=[C:2]1[CH2:12][C@H:13]([C:14]1[CH:19]=[CH:18][CH:17]=[CH:16][CH:15]=1)[OH:20]. (3) The product is: [CH3:1][O:2][C:3]1[CH:4]=[CH:5][C:6]([CH2:9][C@@H:10]([CH3:19])[NH:11][CH2:12][C:13]2[CH:18]=[CH:17][CH:16]=[CH:15][CH:14]=2)=[CH:7][CH:8]=1. Given the reactants [CH3:1][O:2][C:3]1[CH:8]=[CH:7][C:6]([CH2:9][CH:10]([CH3:19])[NH:11][CH2:12][C:13]2[CH:18]=[CH:17][CH:16]=[CH:15][CH:14]=2)=[CH:5][CH:4]=1.C1C=CC([C@@H](O)C(O)=O)=CC=1, predict the reaction product. (4) Given the reactants Cl[C:2]1[CH:18]=[CH:17][C:5]([C:6]([NH:8][C:9]2[CH:14]=[CH:13][C:12]([CH3:15])=[C:11]([I:16])[CH:10]=2)=[O:7])=[CH:4][N:3]=1.[NH:19]1[CH2:29][CH2:28][CH:22]([C:23]([O:25][CH2:26][CH3:27])=[O:24])[CH2:21][CH2:20]1.C(N(C(C)C)CC)(C)C, predict the reaction product. The product is: [CH2:26]([O:25][C:23]([CH:22]1[CH2:28][CH2:29][N:19]([C:2]2[CH:18]=[CH:17][C:5]([C:6](=[O:7])[NH:8][C:9]3[CH:14]=[CH:13][C:12]([CH3:15])=[C:11]([I:16])[CH:10]=3)=[CH:4][N:3]=2)[CH2:20][CH2:21]1)=[O:24])[CH3:27]. (5) Given the reactants [CH2:1]([O:3][C:4]([C:6]1([C:9]2[CH:14]=[CH:13][C:12]([C:15]3[CH:20]=[CH:19][C:18]([C:21]4[O:25][N:24]=[C:23]([CH3:26])[C:22]=4[CH2:27][CH:28]([OH:38])[CH2:29][NH:30][CH2:31][C:32]4[CH:37]=[CH:36][CH:35]=[CH:34][CH:33]=4)=[CH:17][CH:16]=3)=[CH:11][CH:10]=2)[CH2:8][CH2:7]1)=[O:5])[CH3:2].[CH3:39][S:40](Cl)(=[O:42])=[O:41], predict the reaction product. The product is: [CH2:1]([O:3][C:4]([C:6]1([C:9]2[CH:10]=[CH:11][C:12]([C:15]3[CH:20]=[CH:19][C:18]([C:21]4[O:25][N:24]=[C:23]([CH3:26])[C:22]=4[CH2:27][CH:28]([OH:38])[CH2:29][N:30]([CH2:31][C:32]4[CH:37]=[CH:36][CH:35]=[CH:34][CH:33]=4)[S:40]([CH3:39])(=[O:42])=[O:41])=[CH:17][CH:16]=3)=[CH:13][CH:14]=2)[CH2:7][CH2:8]1)=[O:5])[CH3:2]. (6) Given the reactants BrC1C(C(C)(C)C)=CC(C(C)(C)C)=CC=1C(C)(C)C.C([Li:24])CCC.[C:25]1([N:31]2[CH2:36][CH2:35][O:34][CH2:33][C:32]2=[O:37])[CH:30]=[CH:29][CH:28]=[CH:27][CH:26]=1.[C:38](=[O:40])=[O:39], predict the reaction product. The product is: [O:37]=[C:32]1[CH:33]([C:38]([O-:40])=[O:39])[O:34][CH2:35][CH2:36][N:31]1[C:25]1[CH:26]=[CH:27][CH:28]=[CH:29][CH:30]=1.[Li+:24]. (7) Given the reactants [Ti](Cl)(Cl)(Cl)[Cl:2].[CH:6]([O:9][Ti:10](OC(C)C)([O:15][CH:16]([CH3:18])[CH3:17])[O:11][CH:12]([CH3:14])[CH3:13])([CH3:8])[CH3:7], predict the reaction product. The product is: [Cl:2][Ti:10]([O:15][CH:16]([CH3:18])[CH3:17])([O:11][CH:12]([CH3:14])[CH3:13])[O:9][CH:6]([CH3:8])[CH3:7].